From a dataset of Forward reaction prediction with 1.9M reactions from USPTO patents (1976-2016). Predict the product of the given reaction. (1) Given the reactants Cl[C:2]([O:4][C:5]1[CH:10]=[CH:9][C:8]([O:11][C:12]2[CH:17]=[CH:16][C:15]([C:18]([F:21])([F:20])[F:19])=[CH:14][N:13]=2)=[CH:7][CH:6]=1)=[O:3].Cl.[NH:23]1[CH2:28][CH2:27][CH:26]([N:29]2[C:33]3[CH:34]=[CH:35][CH:36]=[CH:37][C:32]=3[N:31]=[N:30]2)[CH2:25][CH2:24]1.C(NC(C)C)(C)C, predict the reaction product. The product is: [F:19][C:18]([F:21])([F:20])[C:15]1[CH:16]=[CH:17][C:12]([O:11][C:8]2[CH:9]=[CH:10][C:5]([O:4][C:2]([N:23]3[CH2:24][CH2:25][CH:26]([N:29]4[C:33]5[CH:34]=[CH:35][CH:36]=[CH:37][C:32]=5[N:31]=[N:30]4)[CH2:27][CH2:28]3)=[O:3])=[CH:6][CH:7]=2)=[N:13][CH:14]=1. (2) Given the reactants Cl.[Cl:2][CH2:3][CH2:4][NH:5][CH2:6][CH2:7][Cl:8].[OH-].[Na+].[C:11](O[C:11]([O:13][C:14]([CH3:17])([CH3:16])[CH3:15])=[O:12])([O:13][C:14]([CH3:17])([CH3:16])[CH3:15])=[O:12], predict the reaction product. The product is: [C:14]([O:13][C:11](=[O:12])[N:5]([CH2:6][CH2:7][Cl:8])[CH2:4][CH2:3][Cl:2])([CH3:17])([CH3:16])[CH3:15]. (3) Given the reactants [CH3:1][C:2]1([CH:9]2[CH2:14][CH2:13][CH2:12][CH:11]([CH3:15])[CH2:10]2)[NH:6][C:5](=[O:7])[NH:4][C:3]1=[O:8].Br[CH2:17][C:18]([C:20]1[CH:25]=[CH:24][CH:23]=[CH:22][CH:21]=1)=[O:19], predict the reaction product. The product is: [CH3:1][C:2]1([CH:9]2[CH2:14][CH2:13][CH2:12][CH:11]([CH3:15])[CH2:10]2)[NH:6][C:5](=[O:7])[N:4]([CH2:17][C:18](=[O:19])[C:20]2[CH:25]=[CH:24][CH:23]=[CH:22][CH:21]=2)[C:3]1=[O:8]. (4) Given the reactants Cl[CH2:2][C@@H:3]1[CH2:7][CH2:6][N:5]([C@H:8]([C:10]2[CH:15]=[CH:14][CH:13]=[CH:12][CH:11]=2)[CH3:9])[CH2:4]1.[C-:16]#[N:17].[Na+], predict the reaction product. The product is: [C:10]1([C@@H:8]([N:5]2[CH2:6][CH2:7][C@@H:3]([CH2:2][C:16]#[N:17])[CH2:4]2)[CH3:9])[CH:15]=[CH:14][CH:13]=[CH:12][CH:11]=1. (5) Given the reactants [I:1](O)(=O)(=O)=O.[I-:6].[K+].[Br:8][C:9]1[CH:14]=[CH:13][CH:12]=[CH:11][C:10]=1[Br:15], predict the reaction product. The product is: [Br:8][C:9]1[CH:14]=[C:13]([I:6])[C:12]([I:1])=[CH:11][C:10]=1[Br:15]. (6) The product is: [Br:1][C:2]1[CH:3]=[C:4]([C:9]2([C:10]3[CH:11]=[CH:12][C:13]([O:16][C:17]([F:20])([F:19])[F:18])=[CH:14][CH:15]=3)[C:21]3=[N:26][CH2:25][CH2:24][CH2:23][N:22]3[C:29]([NH2:28])=[N:27]2)[CH:5]=[CH:6][C:7]=1[F:8]. Given the reactants [Br:1][C:2]1[CH:3]=[C:4]([C:9]([NH2:27])([CH:21]2[NH:26][CH2:25][CH:24]=[CH:23][NH:22]2)[C:10]2[CH:15]=[CH:14][C:13]([O:16][C:17]([F:20])([F:19])[F:18])=[CH:12][CH:11]=2)[CH:5]=[CH:6][C:7]=1[F:8].[N:28]#[C:29]Br, predict the reaction product. (7) Given the reactants [F:1][C:2]([F:25])([F:24])[C:3]1[N:4]=[CH:5][C:6]([NH:9][C@@H:10]2[CH2:15][C@@H:14]3[N:16](C(OC(C)(C)C)=O)[C@H:11]2[CH2:12][CH2:13]3)=[N:7][CH:8]=1.Cl, predict the reaction product. The product is: [F:25][C:2]([F:1])([F:24])[C:3]1[N:4]=[CH:5][C:6]([NH:9][C@@H:10]2[CH2:15][C@@H:14]3[NH:16][C@H:11]2[CH2:12][CH2:13]3)=[N:7][CH:8]=1. (8) Given the reactants Cl[C:2]1[CH:3]=[CH:4][C:5]([SH:8])=[N:6][CH:7]=1.Cl([O-])(=O)(=O)=[O:10].[Na+].[ClH:15].[NH:16]1[CH2:19][CH2:18][CH2:17]1.C(N(CC)CC)C.[OH2:27], predict the reaction product. The product is: [N:16]1([S:8]([C:5]2[CH:4]=[CH:3][C:2]([Cl:15])=[CH:7][N:6]=2)(=[O:10])=[O:27])[CH2:19][CH2:18][CH2:17]1. (9) Given the reactants OO.[Cl:3][C:4]1[CH:5]=[C:6]([CH2:12][C:13]#[N:14])[CH:7]=[C:8]([O:10][CH3:11])[CH:9]=1.C([O-])([O-])=[O:16].[K+].[K+], predict the reaction product. The product is: [Cl:3][C:4]1[CH:5]=[C:6]([CH2:12][C:13]([NH2:14])=[O:16])[CH:7]=[C:8]([O:10][CH3:11])[CH:9]=1. (10) The product is: [ClH:17].[CH2:1]([CH:4]1[CH2:9][CH2:8][NH:7][CH2:6][CH2:5]1)[CH:2]=[CH2:3]. Given the reactants [CH2:1]([CH:4]1[CH2:9][CH2:8][N:7](C(OC(C)(C)C)=O)[CH2:6][CH2:5]1)[CH:2]=[CH2:3].[ClH:17], predict the reaction product.